From a dataset of Catalyst prediction with 721,799 reactions and 888 catalyst types from USPTO. Predict which catalyst facilitates the given reaction. (1) Reactant: [OH:1][C:2]1[C:9]([CH3:10])=[CH:8][CH:7]=[CH:6][C:3]=1[CH:4]=[O:5].I[CH:12]([CH3:14])[CH3:13].C(=O)([O-])[O-].[K+].[K+]. Product: [CH:12]([O:1][C:2]1[C:9]([CH3:10])=[CH:8][CH:7]=[CH:6][C:3]=1[CH:4]=[O:5])([CH3:14])[CH3:13]. The catalyst class is: 39. (2) Reactant: [CH3:1][S:2][C:3]1[CH:12]=[CH:11][C:10]([N:13]2[CH:17]=[N:16][N:15]=[N:14]2)=[CH:9][C:4]=1[C:5]([O:7]C)=[O:6].[OH-].[Na+].Cl. The catalyst class is: 5. Product: [CH3:1][S:2][C:3]1[CH:12]=[CH:11][C:10]([N:13]2[CH:17]=[N:16][N:15]=[N:14]2)=[CH:9][C:4]=1[C:5]([OH:7])=[O:6].